This data is from Forward reaction prediction with 1.9M reactions from USPTO patents (1976-2016). The task is: Predict the product of the given reaction. The product is: [CH3:1][O:2][C:3]1[CH:4]=[C:5]([NH:9][CH:10]([C:26]2[CH:31]=[CH:30][CH:29]=[CH:28][CH:27]=2)[C:11]([C:13]2[C:21]3[C:16](=[CH:17][CH:18]=[C:19]([C:22]([OH:24])=[O:23])[CH:20]=3)[NH:15][CH:14]=2)=[O:12])[CH:6]=[CH:7][CH:8]=1. Given the reactants [CH3:1][O:2][C:3]1[CH:4]=[C:5]([NH:9][CH:10]([C:26]2[CH:31]=[CH:30][CH:29]=[CH:28][CH:27]=2)[C:11]([C:13]2[C:21]3[C:16](=[CH:17][CH:18]=[C:19]([C:22]([O:24]C)=[O:23])[CH:20]=3)[NH:15][CH:14]=2)=[O:12])[CH:6]=[CH:7][CH:8]=1.[OH-].[Na+], predict the reaction product.